This data is from Reaction yield outcomes from USPTO patents with 853,638 reactions. The task is: Predict the reaction yield, written as a fraction of the theoretical maximum amount of product (1.0 means a 100% yield; for example, 0.34 means a 34% yield). (1) The reactants are [OH:1][NH:2][C:3]([C:5]1[CH:10]=[CH:9][C:8]([C:11]([F:14])([F:13])[F:12])=[CH:7][N:6]=1)=[NH:4].[CH3:15][O:16][C:17]1[CH:25]=[C:21]([C:22](O)=O)[C:20]([OH:26])=[CH:19][CH:18]=1. No catalyst specified. The product is [CH3:15][O:16][C:17]1[CH:18]=[CH:19][C:20]([OH:26])=[C:21]([C:22]2[O:1][N:2]=[C:3]([C:5]3[CH:10]=[CH:9][C:8]([C:11]([F:12])([F:13])[F:14])=[CH:7][N:6]=3)[N:4]=2)[CH:25]=1. The yield is 0.0600. (2) The catalyst is C1COCC1. The yield is 0.708. The reactants are CN1CCOCC1.C(O[C:13]([N:15]1[CH2:20][CH2:19][CH:18]([C:21]([OH:23])=[O:22])[CH2:17][CH2:16]1)=[O:14])(C)(C)C.ClC(O[CH2:28][CH:29]([CH3:31])[CH3:30])=O.Cl.[NH2:33][CH2:34][C:35]([C:37]1[CH:42]=[CH:41][C:40]([F:43])=[C:39]([C:44]([F:47])([F:46])[F:45])[CH:38]=1)=[O:36]. The product is [C:29]([O:23][C:21]([CH:18]1[CH2:17][CH2:16][N:15]([C:13](=[O:14])[NH:33][CH2:34][C:35]([C:37]2[CH:42]=[CH:41][C:40]([F:43])=[C:39]([C:44]([F:47])([F:45])[F:46])[CH:38]=2)=[O:36])[CH2:20][CH2:19]1)=[O:22])([CH3:31])([CH3:30])[CH3:28]. (3) The yield is 0.980. The catalyst is O1CCOCC1. The product is [CH:1]1([CH2:4][O:5][CH2:6][C:7]2[N:8]=[C:9]([NH:18][C:19]3[CH:24]=[CH:23][C:22]([N:25]4[CH:29]=[C:28]([CH3:30])[N:27]=[CH:26]4)=[C:21]([O:31][CH3:32])[CH:20]=3)[N:10]=[C:11]([C:13](=[O:15])[CH3:14])[CH:12]=2)[CH2:3][CH2:2]1. The reactants are [CH:1]1([CH2:4][O:5][CH2:6][C:7]2[CH:12]=[C:11]([C:13]([O:15]CC)=[CH2:14])[N:10]=[C:9]([NH:18][C:19]3[CH:24]=[CH:23][C:22]([N:25]4[CH:29]=[C:28]([CH3:30])[N:27]=[CH:26]4)=[C:21]([O:31][CH3:32])[CH:20]=3)[N:8]=2)[CH2:3][CH2:2]1.O.Cl. (4) The reactants are Cl[C:2]1[CH:10]=[CH:9][C:5]([C:6]([NH2:8])=[O:7])=[C:4]([O:11][CH3:12])[N:3]=1.[Br:13][C:14]1[CH:21]=[CH:20][C:19]([OH:22])=[CH:18][C:15]=1[CH:16]=[O:17].C([O-])([O-])=O.[K+].[K+]. The catalyst is CN(C)C=O.O. The product is [Br:13][C:14]1[CH:21]=[CH:20][C:19]([O:22][C:2]2[CH:10]=[CH:9][C:5]([C:6]([NH2:8])=[O:7])=[C:4]([O:11][CH3:12])[N:3]=2)=[CH:18][C:15]=1[CH:16]=[O:17]. The yield is 0.390. (5) The product is [CH3:44][C:41]1([CH3:45])[O:40][CH:39]([CH2:38][O:1][C:2]2[CH:7]=[CH:6][C:5]([C:8]([C:13]3[CH:18]=[CH:17][C:16]([OH:19])=[C:15]([CH3:20])[CH:14]=3)([CH2:11][CH3:12])[CH2:9][CH3:10])=[CH:4][C:3]=2[CH3:21])[CH2:43][O:42]1. The yield is 0.430. The reactants are [OH:1][C:2]1[CH:7]=[CH:6][C:5]([C:8]([C:13]2[CH:18]=[CH:17][C:16]([OH:19])=[C:15]([CH3:20])[CH:14]=2)([CH2:11][CH3:12])[CH2:9][CH3:10])=[CH:4][C:3]=1[CH3:21].CC([O-])(C)C.[K+].C1(C)C=CC(S(O[CH2:38][CH:39]2[CH2:43][O:42][C:41]([CH3:45])([CH3:44])[O:40]2)(=O)=O)=CC=1.[NH4+].[Cl-]. The catalyst is CS(C)=O. (6) The reactants are C(N1CCN(C2C=CC([NH:20][C:21]3[C:26]([F:27])=[CH:25][N:24]=[C:23](Cl)[N:22]=3)=CC=2)CC1)C1C=CC=CC=1.[CH2:29]1[CH2:39][O:38][C:37]2[CH:36]=[CH:35][C:33]([NH2:34])=[CH:32][C:31]=2[O:30]1. No catalyst specified. The product is [CH2:29]1[CH2:39][O:38][C:37]2[CH:36]=[CH:35][C:33]([NH:34][C:23]3[N:22]=[C:21]([NH2:20])[C:26]([F:27])=[CH:25][N:24]=3)=[CH:32][C:31]=2[O:30]1. The yield is 0.630. (7) The reactants are O[C:2]1([C:8]2[S:12][C:11]3[CH:13]=[CH:14][CH:15]=[CH:16][C:10]=3[C:9]=2[CH2:17][CH3:18])[CH2:7][CH2:6][NH:5][CH2:4][CH2:3]1.O1C[C@H]1COC1C2C=CSC=2C=CC=1. The catalyst is CO. The product is [CH2:17]([C:9]1[C:10]2[CH:16]=[CH:15][CH:14]=[CH:13][C:11]=2[S:12][C:8]=1[CH:2]1[CH2:3][CH2:4][NH:5][CH2:6][CH2:7]1)[CH3:18]. The yield is 0.390.